Dataset: Forward reaction prediction with 1.9M reactions from USPTO patents (1976-2016). Task: Predict the product of the given reaction. Given the reactants [CH2:1]([P:3]([OH:5])[OH:4])[CH3:2].[CH:6](=[O:9])[CH:7]=[CH2:8].[O-]S(OOS([O-])(=O)=O)(=O)=O.[Na+].[Na+], predict the reaction product. The product is: [CH2:1]([P:3]([CH2:8][CH2:7][CH:6]=[O:9])(=[O:5])[OH:4])[CH3:2].